Predict the product of the given reaction. From a dataset of Forward reaction prediction with 1.9M reactions from USPTO patents (1976-2016). (1) Given the reactants [Si:1]([O:8][CH2:9][C:10]1[CH:15]=[CH:14][N:13]=[CH:12][CH:11]=1)([C:4]([CH3:7])([CH3:6])[CH3:5])([CH3:3])[CH3:2].[N+:16]([C:19]1[CH:24]=[C:23]([N+:25]([O-:27])=[O:26])[CH:22]=[CH:21][C:20]=1[O:28]N)([O-:18])=[O:17], predict the reaction product. The product is: [N+:16]([C:19]1[CH:24]=[C:23]([N+:25]([O-:27])=[O:26])[CH:22]=[CH:21][C:20]=1[O-:28])([O-:18])=[O:17].[NH2:16][N+:13]1[CH:12]=[CH:11][C:10]([CH2:9][O:8][Si:1]([C:4]([CH3:7])([CH3:6])[CH3:5])([CH3:3])[CH3:2])=[CH:15][CH:14]=1. (2) Given the reactants [CH3:1][O:2][C:3]1([C:10]2[CH:15]=[CH:14][C:13]([C:16]([F:19])([F:18])[F:17])=[CH:12][C:11]=2[CH2:20][OH:21])[CH2:9][CH2:8][CH2:7][CH2:6][CH2:5][CH2:4]1.CC(OI1(OC(C)=O)(OC(C)=O)OC(=O)C2C=CC=CC1=2)=O, predict the reaction product. The product is: [CH3:1][O:2][C:3]1([C:10]2[CH:15]=[CH:14][C:13]([C:16]([F:17])([F:18])[F:19])=[CH:12][C:11]=2[CH:20]=[O:21])[CH2:9][CH2:8][CH2:7][CH2:6][CH2:5][CH2:4]1. (3) Given the reactants [NH2:1][C:2]1[N:7]=[CH:6][N:5]=[C:4]([NH:8][C@H:9]([C:11]2[N:16]([C:17]3[CH:22]=[CH:21][CH:20]=[CH:19][CH:18]=3)[C:15](=[O:23])[C:14]3=[C:24]([S:27][C:28]4[CH:33]=[CH:32][CH:31]=[CH:30][CH:29]=4)[CH:25]=[CH:26][N:13]3[N:12]=2)[CH3:10])[C:3]=1Br.[F:35][C:36]1[CH:37]=[C:38](B(O)O)[CH:39]=[C:40]([OH:42])[CH:41]=1.C(=O)([O-])[O-].[Na+].[Na+], predict the reaction product. The product is: [NH2:1][C:2]1[N:7]=[CH:6][N:5]=[C:4]([NH:8][C@H:9]([C:11]2[N:16]([C:17]3[CH:22]=[CH:21][CH:20]=[CH:19][CH:18]=3)[C:15](=[O:23])[C:14]3=[C:24]([S:27][C:28]4[CH:33]=[CH:32][CH:31]=[CH:30][CH:29]=4)[CH:25]=[CH:26][N:13]3[N:12]=2)[CH3:10])[C:3]=1[C:38]1[CH:39]=[C:40]([OH:42])[CH:41]=[C:36]([F:35])[CH:37]=1. (4) The product is: [CH:14]1[C:23]2[C:18](=[CH:19][CH:20]=[CH:21][CH:22]=2)[CH:17]=[CH:16][C:15]=1[NH:29][C:11]([C:8]1[C:6]2[N:7]=[C:2]([Cl:1])[N:3]=[CH:4][C:5]=2[S:10][CH:9]=1)=[O:13]. Given the reactants [Cl:1][C:2]1[N:3]=[CH:4][C:5]2[S:10][CH:9]=[C:8]([C:11]([OH:13])=O)[C:6]=2[N:7]=1.[CH:14]1[C:23]2[C:18](=[CH:19][CH:20]=[CH:21][CH:22]=2)[CH:17]=[CH:16][C:15]=1C(N)=O.CC[N:29](C(C)C)C(C)C.ON1C2N=CC=CC=2N=N1.CN(C(ON1N=NC2C=CC=NC1=2)=[N+](C)C)C.F[P-](F)(F)(F)(F)F, predict the reaction product. (5) Given the reactants [OH:1][C:2]1[C:11]2[C:6](=[CH:7][CH:8]=[CH:9][CH:10]=2)[N:5]([CH2:12][CH:13]([CH3:15])[CH3:14])[C:4](=[O:16])[C:3]=1[C:17]([O:19]CC)=O.[C:22]([NH:35][NH2:36])(=[O:34])[CH2:23][CH2:24][CH2:25][CH2:26][CH2:27][CH2:28][CH2:29][CH2:30][CH2:31][CH2:32][CH3:33], predict the reaction product. The product is: [C:22]([NH:35][NH:36][C:17]([C:3]1[C:4](=[O:16])[N:5]([CH2:12][CH:13]([CH3:14])[CH3:15])[C:6]2[C:11]([C:2]=1[OH:1])=[CH:10][CH:9]=[CH:8][CH:7]=2)=[O:19])(=[O:34])[CH2:23][CH2:24][CH2:25][CH2:26][CH2:27][CH2:28][CH2:29][CH2:30][CH2:31][CH2:32][CH3:33]. (6) Given the reactants [Cl:1][C:2]1[C:11]2[C:6](=[CH:7][C:8]([F:13])=[C:9]([F:12])[CH:10]=2)[N:5]=[C:4]2[N:14]([C:18]3[CH:23]=[CH:22][N:21]=[CH:20][CH:19]=3)[N:15]=[C:16]([CH3:17])[C:3]=12.[ClH:24].C([OH:27])C, predict the reaction product. The product is: [ClH:1].[ClH:24].[F:12][C:9]1[CH:10]=[C:11]2[C:6](=[CH:7][C:8]=1[F:13])[NH:5][C:4]1[N:14]([C:18]3[CH:23]=[CH:22][N:21]=[CH:20][CH:19]=3)[N:15]=[C:16]([CH3:17])[C:3]=1[C:2]2=[O:27]. (7) Given the reactants [NH:1]([C:3]1[CH:11]=[CH:10][C:6]([C:7]([OH:9])=[O:8])=[CH:5][CH:4]=1)[NH2:2].[C:12](O)(=O)/[C:13](=[C:15](\[CH:17]=[O:18])/[Br:16])/[Br:14].Cl, predict the reaction product. The product is: [Br:14][C:13]1[CH:12]=[N:2][N:1]([C:3]2[CH:4]=[CH:5][C:6]([C:7]([OH:9])=[O:8])=[CH:10][CH:11]=2)[C:17](=[O:18])[C:15]=1[Br:16].